From a dataset of Forward reaction prediction with 1.9M reactions from USPTO patents (1976-2016). Predict the product of the given reaction. (1) The product is: [OH:1][C:2]1[C:3](=[O:17])[NH:4][C:5](=[O:16])[N:6]([CH2:8][CH2:9][C:10]2[CH:15]=[CH:14][CH:13]=[CH:12][C:11]=2[CH3:18])[N:7]=1. Given the reactants [OH:1][C:2]1[C:3](=[O:17])[NH:4][C:5](=[O:16])[N:6]([CH2:8][CH2:9][C:10]2[CH:15]=[CH:14][CH:13]=[CH:12][CH:11]=2)[N:7]=1.[CH3:18]O, predict the reaction product. (2) Given the reactants Cl[C:2]1[CH:7]=[CH:6][N:5]2[N:8]=[CH:9][CH:10]=[C:4]2[N:3]=1.[F:11][C:12]1[CH:17]=[CH:16][C:15]([F:18])=[CH:14][C:13]=1[C@H:19]1[CH2:23][CH2:22][CH2:21][NH:20]1.[F-].[K+].O, predict the reaction product. The product is: [F:11][C:12]1[CH:17]=[CH:16][C:15]([F:18])=[CH:14][C:13]=1[C@H:19]1[CH2:23][CH2:22][CH2:21][N:20]1[C:2]1[CH:7]=[CH:6][N:5]2[N:8]=[CH:9][CH:10]=[C:4]2[N:3]=1. (3) Given the reactants [N:1]1[C:10]2[CH:9]=[CH:8][N:7]=[C:6]([NH2:11])[C:5]=2[CH:4]=[CH:3][CH:2]=1.Br[CH:13]([CH3:21])[C:14](=O)[C:15]([O:17][CH2:18]C)=[O:16], predict the reaction product. The product is: [CH3:21][C:13]1[N:7]2[C:6]([C:5]3[CH:4]=[CH:3][CH:2]=[N:1][C:10]=3[CH:9]=[CH:8]2)=[N:11][C:14]=1[C:15]([O:17][CH3:18])=[O:16]. (4) Given the reactants [CH:1]1([O:7][CH2:8][CH:9]2[CH2:14][CH:13]([C:15]([O:17][CH3:18])=[O:16])[CH2:12][CH2:11][NH:10]2)[CH2:6][CH2:5][CH2:4][CH2:3][CH2:2]1.CCN(C(C)C)C(C)C.[C:28](Cl)(=[O:31])[O:29][CH3:30].[NH4+].[Cl-], predict the reaction product. The product is: [CH:1]1([O:7][CH2:8][CH:9]2[CH2:14][CH:13]([C:15]([O:17][CH3:18])=[O:16])[CH2:12][CH2:11][N:10]2[C:28]([O:29][CH3:30])=[O:31])[CH2:6][CH2:5][CH2:4][CH2:3][CH2:2]1. (5) Given the reactants [CH3:1][CH:2]([CH3:7])[CH2:3]B(O)O.[C:8]([C:10]1[CH:11]=[C:12]([CH:17]=[CH:18][C:19]=1OS(C(F)(F)F)(=O)=O)[C:13]([O:15][CH3:16])=[O:14])#[N:9].C([O-])([O-])=O.[Cs+].[Cs+], predict the reaction product. The product is: [C:8]([C:10]1[CH:11]=[C:12]([CH:17]=[CH:18][C:19]=1[CH2:1][CH:2]([CH3:7])[CH3:3])[C:13]([O:15][CH3:16])=[O:14])#[N:9]. (6) Given the reactants [N:1]1([C:7]2[N:8]=[C:9]3[NH:17][C@H:16]([C:18]([F:21])([F:20])[F:19])[CH2:15][CH2:14][N:10]3[C:11](=[O:13])[CH:12]=2)[CH2:6][CH2:5][O:4][CH2:3][CH2:2]1.I[C:23]1[CH:28]=[CH:27][C:26]([O:29][CH3:30])=[CH:25][CH:24]=1.COC1C2C(=C3C(=CC=2)C(OC)=CC=N3)N=CC=1, predict the reaction product. The product is: [CH3:30][O:29][C:26]1[CH:27]=[CH:28][C:23]([N:17]2[C:9]3=[N:8][C:7]([N:1]4[CH2:6][CH2:5][O:4][CH2:3][CH2:2]4)=[CH:12][C:11](=[O:13])[N:10]3[CH2:14][CH2:15][C@H:16]2[C:18]([F:20])([F:21])[F:19])=[CH:24][CH:25]=1. (7) Given the reactants [NH2:1][C:2]1[CH:7]=[CH:6][C:5]([OH:8])=[C:4]([F:9])[CH:3]=1.CC(C)([O-])C.[K+].Cl[C:17]1[CH:22]=[CH:21][N:20]=[C:19]2[CH:23]=[C:24]([C:26]3[N:31]=[CH:30][C:29]([CH2:32][N:33]([CH2:41][CH2:42][O:43][CH3:44])[C:34](=[O:40])[O:35][C:36]([CH3:39])([CH3:38])[CH3:37])=[CH:28][CH:27]=3)[S:25][C:18]=12.O, predict the reaction product. The product is: [NH2:1][C:2]1[CH:7]=[CH:6][C:5]([O:8][C:17]2[CH:22]=[CH:21][N:20]=[C:19]3[CH:23]=[C:24]([C:26]4[N:31]=[CH:30][C:29]([CH2:32][N:33]([CH2:41][CH2:42][O:43][CH3:44])[C:34](=[O:40])[O:35][C:36]([CH3:37])([CH3:38])[CH3:39])=[CH:28][CH:27]=4)[S:25][C:18]=23)=[C:4]([F:9])[CH:3]=1. (8) Given the reactants [C:1]([C:5]1[N:6]=[C:7]([N:16]2[CH2:20][CH2:19][C:18]([F:22])([F:21])[CH2:17]2)[C:8]2[C:9](=[N:11][N:12]([CH2:14][CH3:15])[N:13]=2)[N:10]=1)([CH3:4])([CH3:3])[CH3:2].C(C1N=C(N2CCC(F)(F)C2)C2N=NNC=2N=1)(C)(C)C.BrCC[C:46]1[CH:51]=[CH:50][CH:49]=[C:48]([Cl:52])[CH:47]=1, predict the reaction product. The product is: [C:1]([C:5]1[N:6]=[C:7]([N:16]2[CH2:20][CH2:19][C:18]([F:21])([F:22])[CH2:17]2)[C:8]2[C:9](=[N:11][N:12]([CH2:14][CH2:15][C:46]3[CH:51]=[CH:50][CH:49]=[C:48]([Cl:52])[CH:47]=3)[N:13]=2)[N:10]=1)([CH3:2])([CH3:3])[CH3:4].